This data is from Catalyst prediction with 721,799 reactions and 888 catalyst types from USPTO. The task is: Predict which catalyst facilitates the given reaction. (1) Reactant: CC(C)([O-])C.[K+].C(OP([CH2:15][C:16]#[N:17])(=O)OCC)C.[CH3:18][C:19]1([CH3:28])[CH2:24][C:23](=O)[CH2:22][C:21]([CH3:27])([CH3:26])[NH:20]1. Product: [CH3:18][C:19]1([CH3:28])[CH2:24][C:23](=[CH:15][C:16]#[N:17])[CH2:22][C:21]([CH3:27])([CH3:26])[NH:20]1. The catalyst class is: 1. (2) Reactant: [CH3:1][O:2][N:3]1[CH:20]=[C:6]2[CH:7]=[N:8][C:9]3[CH:14]=[C:13]([CH3:15])[C:12](=O)[N:11]([CH2:17][CH2:18][CH3:19])[C:10]=3[N:5]2[CH2:4]1.P(Cl)(Cl)([Cl:23])=O. Product: [Cl:23][C:14]1[C:9]2[N:8]=[CH:7][C:6]3[N:5]([CH2:4][N:3]([O:2][CH3:1])[CH:20]=3)[C:10]=2[N:11]([CH2:17][CH2:18][CH3:19])[CH2:12][C:13]=1[CH3:15]. The catalyst class is: 11. (3) Reactant: [Br:1][C:2]1[CH:3]=[C:4]([C:11]([CH3:22])([CH3:21])[CH2:12][C:13]([C:17]([F:20])([F:19])[F:18])([OH:16])[CH2:14][OH:15])[C:5]2[O:9][CH2:8][CH2:7][C:6]=2[CH:10]=1.O.[C:24]1(C)[CH:29]=CC(S(O)(=O)=O)=C[CH:25]=1. Product: [Br:1][C:2]1[CH:3]=[C:4]([C:11]([CH3:22])([CH3:21])[CH2:12][C:13]2([C:17]([F:20])([F:18])[F:19])[CH2:14][O:15][C:24]([CH3:29])([CH3:25])[O:16]2)[C:5]2[O:9][CH2:8][CH2:7][C:6]=2[CH:10]=1. The catalyst class is: 21.